This data is from Full USPTO retrosynthesis dataset with 1.9M reactions from patents (1976-2016). The task is: Predict the reactants needed to synthesize the given product. (1) Given the product [CH3:2][O:3][C:4](=[O:17])[C@H:5]([NH:6][C:29](=[O:30])[CH2:28][Cl:27])[CH2:7][C:8]1[CH:13]=[CH:12][C:11]([CH3:14])=[C:10]([O:15][CH3:16])[CH:9]=1, predict the reactants needed to synthesize it. The reactants are: Cl.[CH3:2][O:3][C:4](=[O:17])[C@@H:5]([CH2:7][C:8]1[CH:13]=[CH:12][C:11]([CH3:14])=[C:10]([O:15][CH3:16])[CH:9]=1)[NH2:6].ClCCl.C(=O)([O-])[O-].[K+].[K+].[Cl:27][CH2:28][C:29](Cl)=[O:30]. (2) Given the product [ClH:38].[F:1][C:2]1[CH:3]=[N:4][C:5]2[C:10]([C:11]=1[CH2:12][CH2:13][C:14]13[CH2:19][CH2:18][C:17]([NH:22][CH2:23][C:24]4[CH:25]=[CH:26][C:27]5[O:28][CH2:29][C:30](=[O:34])[NH:31][C:32]=5[N:33]=4)([CH2:20][CH2:21]1)[CH2:16][O:15]3)=[N:9][C:8]([O:35][CH3:36])=[CH:7][C:6]=2[CH3:37], predict the reactants needed to synthesize it. The reactants are: [F:1][C:2]1[CH:3]=[N:4][C:5]2[C:10]([C:11]=1[CH2:12][CH2:13][C:14]13[CH2:21][CH2:20][C:17]([NH:22][CH2:23][C:24]4[CH:25]=[CH:26][C:27]5[O:28][CH2:29][C:30](=[O:34])[NH:31][C:32]=5[N:33]=4)([CH2:18][CH2:19]1)[CH2:16][O:15]3)=[N:9][C:8]([O:35][CH3:36])=[CH:7][C:6]=2[CH3:37].[ClH:38].